From a dataset of Forward reaction prediction with 1.9M reactions from USPTO patents (1976-2016). Predict the product of the given reaction. Given the reactants [F:1][C:2]1[C:3](=[NH:21])[N:4]([CH3:20])[C:5](=[O:19])[N:6](S(C2C=CC(OC)=CC=2)(=O)=O)[CH:7]=1.FC(F)(F)C(O)=O.CSC, predict the reaction product. The product is: [F:1][C:2]1[C:3](=[NH:21])[N:4]([CH3:20])[C:5](=[O:19])[NH:6][CH:7]=1.